Dataset: Reaction yield outcomes from USPTO patents with 853,638 reactions. Task: Predict the reaction yield, written as a fraction of the theoretical maximum amount of product (1.0 means a 100% yield; for example, 0.34 means a 34% yield). (1) The reactants are [N+:1]([C:4]1[CH:16]=[CH:15][C:7]([CH:8]=[CH:9][C:10]([O:12][CH2:13][CH3:14])=[O:11])=[C:6](OCC)[CH:5]=1)([O-])=O.[C:20](OCC)(=[O:22])[CH3:21]. The catalyst is [Pd]. The product is [CH2:20]([O:22][CH:9]([CH2:8][C:7]1[CH:6]=[CH:5][C:4]([NH2:1])=[CH:16][CH:15]=1)[C:10]([O:12][CH2:13][CH3:14])=[O:11])[CH3:21]. The yield is 0.600. (2) The yield is 0.620. The product is [O:21]=[C:20]1[C:4]2[C:5]3[C:6](=[C:7]([C:11]4[CH:12]=[CH:13][CH:14]=[CH:15][CH:16]=4)[NH:8][C:9]=3[CH:10]=[C:2]([NH:1][C:48](=[O:49])[CH2:47][CH2:46][C:44]3[N:43]=[CH:42][N:41]([C:22]([C:35]4[CH:36]=[CH:37][CH:38]=[CH:39][CH:40]=4)([C:29]4[CH:30]=[CH:31][CH:32]=[CH:33][CH:34]=4)[C:23]4[CH:28]=[CH:27][CH:26]=[CH:25][CH:24]=4)[CH:45]=3)[CH:3]=2)[CH:17]=[N:18][NH:19]1. The catalyst is C(Cl)Cl.CN(C)C=O.CO.CCCCCC. The reactants are [NH2:1][C:2]1[CH:3]=[C:4]2[C:20](=[O:21])[NH:19][N:18]=[CH:17][C:6]3=[C:7]([C:11]4[CH:16]=[CH:15][CH:14]=[CH:13][CH:12]=4)[NH:8][C:9]([CH:10]=1)=[C:5]23.[C:22]([N:41]1[CH:45]=[C:44]([CH2:46][CH2:47][C:48](O)=[O:49])[N:43]=[CH:42]1)([C:35]1[CH:40]=[CH:39][CH:38]=[CH:37][CH:36]=1)([C:29]1[CH:34]=[CH:33][CH:32]=[CH:31][CH:30]=1)[C:23]1[CH:28]=[CH:27][CH:26]=[CH:25][CH:24]=1.C(N(CC)CC)C.F[P-](F)(F)(F)(F)F.N1(OC(N(C)C)=[N+](C)C)C2N=CC=CC=2N=N1. (3) The reactants are [Cl:1][C:2]1[C:11]2[C:6](=[CH:7][C:8]([Cl:15])=[C:9]([N+:12]([O-:14])=[O:13])[CH:10]=2)[N:5]=[CH:4][N:3]=1.[Cl:16][C:17]1[CH:23]=[CH:22][C:20]([NH2:21])=[C:19]([F:24])[CH:18]=1.Cl. The catalyst is CC(O)C.CC(C)=O. The product is [ClH:1].[Cl:15][C:8]1[CH:7]=[C:6]2[C:11]([C:2]([NH:21][C:20]3[CH:22]=[CH:23][C:17]([Cl:16])=[CH:18][C:19]=3[F:24])=[N:3][CH:4]=[N:5]2)=[CH:10][C:9]=1[N+:12]([O-:14])=[O:13]. The yield is 0.900. (4) The reactants are C(O[C:4]([C:6]1[CH:7]=[C:8]2[C:12](=[CH:13][CH:14]=1)[NH:11][N:10]=[C:9]2[C:15]1[CH:24]=[CH:23][C:22]2[C:17](=[CH:18][CH:19]=[C:20]([O:25][CH:26]([F:28])[F:27])[CH:21]=2)[CH:16]=1)=[NH:5])C.C(N(CC)CC)C.[N:36]1([CH2:42][C:43]([NH:45][NH2:46])=O)[CH2:41][CH2:40][O:39][CH2:38][CH2:37]1. No catalyst specified. The product is [F:28][CH:26]([F:27])[O:25][C:20]1[CH:21]=[C:22]2[C:17](=[CH:18][CH:19]=1)[CH:16]=[C:15]([C:9]1[C:8]3[C:12](=[CH:13][CH:14]=[C:6]([C:4]4[N:46]=[N:45][CH:43]([CH2:42][N:36]5[CH2:41][CH2:40][O:39][CH2:38][CH2:37]5)[N:5]=4)[CH:7]=3)[NH:11][N:10]=1)[CH:24]=[CH:23]2. The yield is 0.170.